Dataset: Rat liver microsome stability data. Task: Regression/Classification. Given a drug SMILES string, predict its absorption, distribution, metabolism, or excretion properties. Task type varies by dataset: regression for continuous measurements (e.g., permeability, clearance, half-life) or binary classification for categorical outcomes (e.g., BBB penetration, CYP inhibition). Dataset: rlm. (1) The compound is C=C(C)[C@@H]1CC[C@]2(NC(=O)NCCN3CCS(=O)(=O)CC3)CC[C@]3(C)[C@H](CC[C@@H]4[C@@]5(C)CC=C(c6ccc(C(=O)O)cc6)C(C)(C)[C@@H]5CC[C@]43C)[C@@H]12. The result is 0 (unstable in rat liver microsomes). (2) The drug is Cc1cccc(S(=O)(=O)N2Cc3ccc(/C=C/C(=O)NO)cc3C2)c1. The result is 1 (stable in rat liver microsomes). (3) The molecule is CCc1ccc(NC(=O)[C@H](Cc2c[nH]c3ccccc23)NC(=O)[C@@H]2Cc3ccccc3CN2)cc1. The result is 1 (stable in rat liver microsomes). (4) The drug is CC(C)(C)c1cc(C(=O)Nc2cccnc2)cc(C(=O)Nc2cccnc2)c1. The result is 0 (unstable in rat liver microsomes). (5) The molecule is Cc1ccc(S(=O)(=O)Nc2cnccc2C(=O)NCCc2ccccc2)cc1. The result is 1 (stable in rat liver microsomes). (6) The drug is Cc1ccc(S(=O)(=O)Nc2cc(C)ccc2C(=O)Nc2nc(-c3ccccc3)cs2)cc1. The result is 1 (stable in rat liver microsomes).